This data is from Full USPTO retrosynthesis dataset with 1.9M reactions from patents (1976-2016). The task is: Predict the reactants needed to synthesize the given product. Given the product [Cl:15][CH2:16][C:17]([NH:1][C:2]1[N:6]([CH:7]2[CH2:11][CH2:10][CH2:9][CH2:8]2)[CH:5]=[N:4][C:3]=1[C:12]([NH2:14])=[O:13])=[O:18], predict the reactants needed to synthesize it. The reactants are: [NH2:1][C:2]1[N:6]([CH:7]2[CH2:11][CH2:10][CH2:9][CH2:8]2)[CH:5]=[N:4][C:3]=1[C:12]([NH2:14])=[O:13].[Cl:15][CH2:16][C:17](Cl)=[O:18].